Dataset: Forward reaction prediction with 1.9M reactions from USPTO patents (1976-2016). Task: Predict the product of the given reaction. (1) Given the reactants [Br:1][C:2]1[CH:3]=[C:4]([CH:7]=[C:8]([O:12][CH3:13])[C:9]=1[O:10][CH3:11])[CH:5]=O.[C:14](#[N:18])[CH2:15][C:16]#[N:17].[CH2:19]1[O:23][C:22]2[CH:24]=[C:25]([OH:28])[CH:26]=[CH:27][C:21]=2[O:20]1.N1CCCCC1, predict the reaction product. The product is: [NH2:17][C:16]1[O:28][C:25]2[CH:24]=[C:22]3[O:23][CH2:19][O:20][C:21]3=[CH:27][C:26]=2[CH:5]([C:4]2[CH:7]=[C:8]([O:12][CH3:13])[C:9]([O:10][CH3:11])=[C:2]([Br:1])[CH:3]=2)[C:15]=1[C:14]#[N:18]. (2) Given the reactants CC1(C)[C@@H:6]([CH2:7][C:8]([OH:10])=[O:9])[C:5](=[O:11])OO1.[CH2:13]1[CH2:17][O:16]CC1.B.[CH2:19]1COCC1, predict the reaction product. The product is: [OH:11][CH2:5][CH2:6][C@H:7]1[O:16][C:17]([CH3:13])([CH3:19])[O:10][C:8]1=[O:9]. (3) Given the reactants Br[CH2:2][C:3]1[C:12]2[C:7](=[C:8]([F:14])[C:9]([F:13])=[CH:10][CH:11]=2)[NH:6][C:5](=[O:15])[CH:4]=1.[Cl:16][C:17]1[CH:18]=[C:19]([NH:23][S:24]([C:27]2[CH:28]=[N:29][CH:30]=[CH:31][CH:32]=2)(=[O:26])=[O:25])[CH:20]=[CH:21][CH:22]=1.C(=O)([O-])[O-].[K+].[K+].O, predict the reaction product. The product is: [Cl:16][C:17]1[CH:18]=[C:19]([N:23]([CH2:2][C:3]2[C:12]3[C:7](=[C:8]([F:14])[C:9]([F:13])=[CH:10][CH:11]=3)[NH:6][C:5](=[O:15])[CH:4]=2)[S:24]([C:27]2[CH:28]=[N:29][CH:30]=[CH:31][CH:32]=2)(=[O:26])=[O:25])[CH:20]=[CH:21][CH:22]=1.